From a dataset of Forward reaction prediction with 1.9M reactions from USPTO patents (1976-2016). Predict the product of the given reaction. (1) Given the reactants [Cl:1][C:2]1[CH:7]=[CH:6][CH:5]=[CH:4][C:3]=1[CH:8]([C:19]1[CH:24]=[CH:23][C:22]([S:25]([CH3:28])(=[O:27])=[O:26])=[CH:21][CH:20]=1)[CH2:9][C:10]([C:12]1[CH:13]=[CH:14][C:15](=[O:18])[NH:16][CH:17]=1)=[O:11].IC.[C:31](=O)([O-])[O-].[K+].[K+], predict the reaction product. The product is: [Cl:1][C:2]1[CH:7]=[CH:6][CH:5]=[CH:4][C:3]=1[CH:8]([C:19]1[CH:20]=[CH:21][C:22]([S:25]([CH3:28])(=[O:27])=[O:26])=[CH:23][CH:24]=1)[CH2:9][C:10]([C:12]1[CH:13]=[CH:14][C:15](=[O:18])[N:16]([CH3:31])[CH:17]=1)=[O:11]. (2) Given the reactants [CH2:1]([C:5]1[NH:9][C:8](=[O:10])[C:7]2([CH2:14][CH2:13][CH2:12][CH2:11]2)[N:6]=1)[CH2:2][CH2:3][CH3:4].CN(C)C=O.[OH-].[Na+].Br[CH2:23][C:24]1[CH:29]=[CH:28][C:27]([C:30]2[CH:35]=[CH:34][CH:33]=[CH:32][C:31]=2[C:36]#[N:37])=[CH:26][CH:25]=1, predict the reaction product. The product is: [CH2:1]([C:5]1[N:9]([CH2:23][C:24]2[CH:25]=[CH:26][C:27]([C:30]3[CH:35]=[CH:34][CH:33]=[CH:32][C:31]=3[C:36]#[N:37])=[CH:28][CH:29]=2)[C:8](=[O:10])[C:7]2([CH2:14][CH2:13][CH2:12][CH2:11]2)[N:6]=1)[CH2:2][CH2:3][CH3:4]. (3) The product is: [CH3:13][C:12]1([CH3:14])[O:7][C:3]2[CH:4]=[CH:5][CH:6]=[C:1]([OH:9])[C:2]=2[O:8]1. Given the reactants [C:1]1([OH:9])[CH:6]=[CH:5][CH:4]=[C:3]([OH:7])[C:2]=1[OH:8].CO[C:12](OC)([CH3:14])[CH3:13], predict the reaction product. (4) The product is: [CH3:12][O:13][C:14](=[O:23])[C:15]1[CH:20]=[CH:19][C:18]([CH2:21][NH:1][C:2]2[C:7]([C:8]#[N:9])=[CH:6][N:5]=[C:4]([S:10][CH3:11])[N:3]=2)=[CH:17][CH:16]=1. Given the reactants [NH2:1][C:2]1[C:7]([C:8]#[N:9])=[CH:6][N:5]=[C:4]([S:10][CH3:11])[N:3]=1.[CH3:12][O:13][C:14](=[O:23])[C:15]1[CH:20]=[CH:19][C:18]([CH2:21]Br)=[CH:17][CH:16]=1.C([O-])([O-])=O.[K+].[K+], predict the reaction product. (5) Given the reactants Br[C:2]1[CH:18]=[CH:17][CH:16]=[CH:15][C:3]=1[CH2:4][O:5][C:6]1[CH:13]=[CH:12][C:11]([Cl:14])=[CH:10][C:7]=1[CH2:8][NH2:9].C1C=CC(P(C2C(C3C(P(C4C=CC=CC=4)C4C=CC=CC=4)=CC=C4C=3C=CC=C4)=C3C(C=CC=C3)=CC=2)C2C=CC=CC=2)=CC=1.O(C(C)(C)C)[Na], predict the reaction product. The product is: [Cl:14][C:11]1[CH:12]=[CH:13][C:6]2[O:5][CH2:4][C:3]3[CH:15]=[CH:16][CH:17]=[CH:18][C:2]=3[NH:9][CH2:8][C:7]=2[CH:10]=1.